This data is from Catalyst prediction with 721,799 reactions and 888 catalyst types from USPTO. The task is: Predict which catalyst facilitates the given reaction. (1) Reactant: [C:1]([O:5][C:6](=[O:27])[NH:7][C:8]1[CH:13]=[C:12]([C:14]([F:17])([F:16])[F:15])[CH:11]=[C:10]([C:18]2[C:23](I)=[C:22]([CH3:25])[N:21]=[C:20]([NH2:26])[N:19]=2)[CH:9]=1)([CH3:4])([CH3:3])[CH3:2].[NH2:28][C:29]1[CH:34]=[CH:33][C:32]([C:35]#[CH:36])=[CH:31][N:30]=1.C(N(CC)CC)C. Product: [C:1]([O:5][C:6](=[O:27])[NH:7][C:8]1[CH:13]=[C:12]([C:14]([F:17])([F:16])[F:15])[CH:11]=[C:10]([C:18]2[C:23]([C:36]#[C:35][C:32]3[CH:31]=[N:30][C:29]([NH2:28])=[CH:34][CH:33]=3)=[C:22]([CH3:25])[N:21]=[C:20]([NH2:26])[N:19]=2)[CH:9]=1)([CH3:4])([CH3:3])[CH3:2]. The catalyst class is: 654. (2) Reactant: [CH3:1][O:2][C:3]([C:5]1[C:6]([OH:30])=[C:7]2[C:12](=[C:13](Br)[N:14]=1)[N:11]([CH2:16][C:17]1[CH:22]=[CH:21][CH:20]=[CH:19][CH:18]=1)[C:10](=[O:23])[C:9]([C:24]1[CH:29]=[CH:28][CH:27]=[CH:26][CH:25]=1)=[CH:8]2)=[O:4].C([Sn](CCCC)(CCCC)[C:36]1[CH:41]=[CH:40][N:39]=[CH:38][CH:37]=1)CCC.CCOC(C)=O.Cl. Product: [CH3:1][O:2][C:3]([C:5]1[C:6]([OH:30])=[C:7]2[C:12](=[C:13]([C:36]3[CH:41]=[CH:40][N:39]=[CH:38][CH:37]=3)[N:14]=1)[N:11]([CH2:16][C:17]1[CH:22]=[CH:21][CH:20]=[CH:19][CH:18]=1)[C:10](=[O:23])[C:9]([C:24]1[CH:29]=[CH:28][CH:27]=[CH:26][CH:25]=1)=[CH:8]2)=[O:4]. The catalyst class is: 510. (3) Reactant: [F:1][C:2]1[CH:7]=[CH:6][C:5]([F:8])=[CH:4][C:3]=1[CH:9]([S:20][C:21]1[CH:22]=[N:23][C:24]([C:27]([F:30])([F:29])[F:28])=[CH:25][CH:26]=1)[C:10]1[C:11]([CH3:19])=[CH:12][C:13]([C:16]([OH:18])=O)=[N:14][CH:15]=1.F[P-](F)(F)(F)(F)F.[N:38]1(O[P+](N2CCCC2)(N2CCCC2)N2CCCC2)C2C=CC=CC=2N=N1.ON1C2C=CC=CC=2N=N1.[Cl-].[NH4+].C(N(C(C)C)C(C)C)C. Product: [F:1][C:2]1[CH:7]=[CH:6][C:5]([F:8])=[CH:4][C:3]=1[CH:9]([S:20][C:21]1[CH:22]=[N:23][C:24]([C:27]([F:29])([F:28])[F:30])=[CH:25][CH:26]=1)[C:10]1[C:11]([CH3:19])=[CH:12][C:13]([C:16]([NH2:38])=[O:18])=[N:14][CH:15]=1. The catalyst class is: 255. (4) Reactant: [O:1]1[C:5]2[CH:6]=[CH:7][C:8]([C:10]([CH:12]3[CH2:17][CH2:16][NH:15][CH2:14][CH2:13]3)=[O:11])=[CH:9][C:4]=2[CH2:3][CH2:2]1.Br[CH2:19][C:20]([O:22][CH2:23][CH3:24])=[O:21].C(N(CC)CC)C. Product: [CH2:23]([O:22][C:20](=[O:21])[CH2:19][N:15]1[CH2:14][CH2:13][CH:12]([C:10]([C:8]2[CH:7]=[CH:6][C:5]3[O:1][CH2:2][CH2:3][C:4]=3[CH:9]=2)=[O:11])[CH2:17][CH2:16]1)[CH3:24]. The catalyst class is: 10.